Dataset: Full USPTO retrosynthesis dataset with 1.9M reactions from patents (1976-2016). Task: Predict the reactants needed to synthesize the given product. (1) The reactants are: C([N:8]1[CH2:12][CH:11]2[C:13](=[O:23])[N:14]([C:17]3[CH:22]=[CH:21][CH:20]=[CH:19][CH:18]=3)[C:15](=[O:16])[CH:10]2[CH2:9]1)C1C=CC=CC=1.Cl.[OH-].[Na+]. Given the product [C:17]1([N:14]2[C:13](=[O:23])[CH:11]3[CH:10]([CH2:9][NH:8][CH2:12]3)[C:15]2=[O:16])[CH:18]=[CH:19][CH:20]=[CH:21][CH:22]=1, predict the reactants needed to synthesize it. (2) Given the product [Cl:19][C:8]1[N:9]=[C:10]([N:13]2[CH2:18][CH2:17][O:16][CH2:15][CH2:14]2)[C:11]2[N:12]=[C:3]([CH2:2][P:20](=[O:25])([O:23][CH3:24])[O:21][CH3:22])[CH:4]=[CH:5][C:6]=2[N:7]=1, predict the reactants needed to synthesize it. The reactants are: Br[CH2:2][C:3]1[CH:4]=[CH:5][C:6]2[N:7]=[C:8]([Cl:19])[N:9]=[C:10]([N:13]3[CH2:18][CH2:17][O:16][CH2:15][CH2:14]3)[C:11]=2[N:12]=1.[P:20]([O:25]C)([O:23][CH3:24])[O:21][CH3:22]. (3) The reactants are: C([N-]C(C)C)(C)C.[Li+].[CH3:9][C:10]1[S:14][CH:13]=[N:12][CH:11]=1.[CH:15]1([CH2:18]/[C:19](=[N:21]/[S:22]([C:24]([CH3:27])([CH3:26])[CH3:25])=[O:23])/[CH3:20])[CH2:17][CH2:16]1.C[Al](C)C.CCCCCCC. Given the product [CH:15]1([CH2:18][C:19]([NH:21][S:22]([C:24]([CH3:25])([CH3:27])[CH3:26])=[O:23])([CH3:20])[C:13]2[S:14][C:10]([CH3:9])=[CH:11][N:12]=2)[CH2:16][CH2:17]1, predict the reactants needed to synthesize it. (4) Given the product [CH3:8][C:4]1[C:3]([CH2:9][O:10][CH3:19])=[C:2]([NH2:1])[CH:7]=[CH:6][CH:5]=1, predict the reactants needed to synthesize it. The reactants are: [NH2:1][C:2]1[CH:7]=[CH:6][CH:5]=[C:4]([CH3:8])[C:3]=1[CH2:9][OH:10].S(=O)(=O)(O)O.[OH-].[Na+].O.[C:19](=O)(O)[O-].[Na+]. (5) The reactants are: [N:1]1([C:7](=[O:24])[CH2:8][CH:9]([CH2:13][S:14]([CH2:17][C:18]2[CH:23]=CC=C[CH:19]=2)(=[O:16])=[O:15])[C:10]([OH:12])=[O:11])[CH2:6][CH2:5][O:4][CH2:3][CH2:2]1.[OH-].[Na+].BrCC(C)C.OOS([O-])=O.[K+]. Given the product [CH3:19][CH:18]([CH3:23])[CH2:17][S:14]([CH2:13][CH:9]([CH2:8][C:7]([N:1]1[CH2:6][CH2:5][O:4][CH2:3][CH2:2]1)=[O:24])[C:10]([OH:12])=[O:11])(=[O:15])=[O:16], predict the reactants needed to synthesize it.